Task: Predict the product of the given reaction.. Dataset: Forward reaction prediction with 1.9M reactions from USPTO patents (1976-2016) (1) Given the reactants [O:1]1[C:5]2[CH:6]=[CH:7][C:8]([CH2:10][O:11][C:12]3[N:21]=[CH:20][CH:19]=[CH:18][C:13]=3[C:14]([NH:16][NH2:17])=[O:15])=[CH:9][C:4]=2[O:3][CH2:2]1.[N:22]([C:25]1[CH:33]=[CH:32][C:28]2[O:29][CH2:30][O:31][C:27]=2[CH:26]=1)=[C:23]=S, predict the reaction product. The product is: [O:29]1[C:28]2[CH:32]=[CH:33][C:25]([NH:22][C:23]3[O:15][C:14]([C:13]4[C:12]([O:11][CH2:10][C:8]5[CH:7]=[CH:6][C:5]6[O:1][CH2:2][O:3][C:4]=6[CH:9]=5)=[N:21][CH:20]=[CH:19][CH:18]=4)=[N:16][N:17]=3)=[CH:26][C:27]=2[O:31][CH2:30]1. (2) Given the reactants [Cl:1][C:2]1[CH:7]=[CH:6][C:5]([C:8]2[CH:13]=[CH:12][N:11]=[C:10](SC)[N:9]=2)=[CH:4][CH:3]=1.O[O:17][S:18]([O-:20])=O.[K+].[CH3:22]C(C)=O, predict the reaction product. The product is: [Cl:1][C:2]1[CH:3]=[CH:4][C:5]([C:8]2[CH:13]=[CH:12][N:11]=[C:10]([S:18]([CH3:22])(=[O:20])=[O:17])[N:9]=2)=[CH:6][CH:7]=1.